Dataset: Full USPTO retrosynthesis dataset with 1.9M reactions from patents (1976-2016). Task: Predict the reactants needed to synthesize the given product. Given the product [F:19][C:20]1[CH:21]=[N:22][CH:23]=[CH:24][C:25]=1[C:26]([N:15]1[CH2:16][CH2:17][CH2:18][C@H:13]([C:10]2[N:9]=[C:8]([C:5]3[NH:6][CH:7]=[C:3]([CH3:2])[CH:4]=3)[O:12][N:11]=2)[CH2:14]1)=[O:27], predict the reactants needed to synthesize it. The reactants are: Cl.[CH3:2][C:3]1[CH:4]=[C:5]([C:8]2[O:12][N:11]=[C:10]([C@H:13]3[CH2:18][CH2:17][CH2:16][NH:15][CH2:14]3)[N:9]=2)[NH:6][CH:7]=1.[F:19][C:20]1[CH:21]=[N:22][CH:23]=[CH:24][C:25]=1[C:26](O)=[O:27].